Dataset: Full USPTO retrosynthesis dataset with 1.9M reactions from patents (1976-2016). Task: Predict the reactants needed to synthesize the given product. (1) Given the product [F:1][C:2]1[CH:3]=[CH:4][C:5]([CH2:6][N:7]2[C:15]3[C:10](=[CH:11][CH:12]=[CH:13][CH:14]=3)[C:9]3[C:16]([C:25]4[CH:26]=[CH:27][C:28]([CH3:31])=[CH:29][CH:30]=4)=[C:17]([CH2:22][C:23]([O:46][CH3:44])=[O:34])[N:18]([CH3:21])[C:19](=[O:20])[C:8]2=3)=[CH:32][CH:33]=1, predict the reactants needed to synthesize it. The reactants are: [F:1][C:2]1[CH:33]=[CH:32][C:5]([CH2:6][N:7]2[C:15]3[C:10](=[CH:11][CH:12]=[CH:13][CH:14]=3)[C:9]3[C:16]([C:25]4[CH:30]=[CH:29][C:28]([CH3:31])=[CH:27][CH:26]=4)=[C:17]([CH2:22][C:23]#N)[N:18]([CH3:21])[C:19](=[O:20])[C:8]2=3)=[CH:4][CH:3]=1.[OH-:34].[K+].Cl.[Si](C=[N+]=[N-])(C)(C)C.[CH2:44]([OH:46])C. (2) Given the product [NH2:16][C:11]1[N:10]=[C:9]([C:6]2[CH:5]=[CH:4][C:3]([OH:2])=[CH:8][CH:7]=2)[CH:14]=[C:13]([NH:23][C:24]2[CH:25]=[CH:26][C:27]([O:28][C:29]3[CH:34]=[CH:33][N:32]=[C:31]([Cl:35])[CH:30]=3)=[CH:36][CH:37]=2)[N:12]=1, predict the reactants needed to synthesize it. The reactants are: C(=O)(OC(C)(C)C)[O:2][C:3]1[CH:8]=[CH:7][C:6]([C:9]2[CH:14]=[C:13](Cl)[N:12]=[C:11]([NH2:16])[N:10]=2)=[CH:5][CH:4]=1.[NH2:23][C:24]1[CH:37]=[CH:36][C:27]([O:28][C:29]2[CH:34]=[CH:33][N:32]=[C:31]([Cl:35])[CH:30]=2)=[CH:26][CH:25]=1. (3) The reactants are: [CH2:1]([O:8][C:9]1[CH:10]=[C:11]2[C:16](=[CH:17][C:18]=1[O:19][CH3:20])[CH:15](/[CH:21]=[CH:22]/[C:23]1[CH:28]=[C:27]([O:29][CH2:30][C:31]3[CH:36]=[CH:35][CH:34]=[CH:33][CH:32]=3)[C:26]([O:37][CH3:38])=[CH:25][C:24]=1[CH3:39])[NH:14][CH2:13][CH2:12]2)[C:2]1[CH:7]=[CH:6][CH:5]=[CH:4][CH:3]=1.[C:40](O)(=[O:47])[C:41]1[CH:46]=[CH:45][N:44]=[CH:43][CH:42]=1.CCN(C(C)C)C(C)C.CN(C(ON1N=NC2C=CC=NC1=2)=[N+](C)C)C.F[P-](F)(F)(F)(F)F. Given the product [CH2:1]([O:8][C:9]1[CH:10]=[C:11]2[C:16](=[CH:17][C:18]=1[O:19][CH3:20])[CH:15](/[CH:21]=[CH:22]/[C:23]1[CH:28]=[C:27]([O:29][CH2:30][C:31]3[CH:32]=[CH:33][CH:34]=[CH:35][CH:36]=3)[C:26]([O:37][CH3:38])=[CH:25][C:24]=1[CH3:39])[N:14]([C:40]([C:41]1[CH:46]=[CH:45][N:44]=[CH:43][CH:42]=1)=[O:47])[CH2:13][CH2:12]2)[C:2]1[CH:7]=[CH:6][CH:5]=[CH:4][CH:3]=1, predict the reactants needed to synthesize it. (4) Given the product [Br:1][C:2]1[CH:3]=[C:4]2[C:9](=[CH:10][C:11]=1[O:12][C:13]([F:16])([F:15])[F:14])[C:8]([Cl:20])=[N:7][CH:6]=[CH:5]2, predict the reactants needed to synthesize it. The reactants are: [Br:1][C:2]1[CH:3]=[C:4]2[C:9](=[CH:10][C:11]=1[O:12][C:13]([F:16])([F:15])[F:14])[C:8](=O)[NH:7][CH:6]=[CH:5]2.O=P(Cl)(Cl)[Cl:20]. (5) Given the product [CH3:25][O:24][C:22]1[CH:23]=[C:18]([C:14]2[CH:13]=[C:12]([CH2:11][N:3]3[CH2:8][CH2:7][C:6](=[O:9])[CH2:5][CH2:4]3)[CH:17]=[CH:16][N:15]=2)[CH:19]=[C:20]([O:28][CH3:29])[C:21]=1[O:26][CH3:27], predict the reactants needed to synthesize it. The reactants are: O.Cl.[NH:3]1[CH2:8][CH2:7][C:6](=[O:9])[CH2:5][CH2:4]1.Cl[CH2:11][C:12]1[CH:17]=[CH:16][N:15]=[C:14]([C:18]2[CH:23]=[C:22]([O:24][CH3:25])[C:21]([O:26][CH3:27])=[C:20]([O:28][CH3:29])[CH:19]=2)[CH:13]=1. (6) Given the product [CH:12]1([N:9]2[C:10]3[C:5](=[CH:4][C:3]([F:19])=[C:2]([N:27]4[CH2:28][C@@H:29]([F:30])[C@@H:25]([CH2:24][NH:23][CH:20]5[CH2:21][CH2:22]5)[CH2:26]4)[N:11]=3)[C:6](=[O:18])[C:7]([C:15]([OH:17])=[O:16])=[CH:8]2)[CH2:14][CH2:13]1, predict the reactants needed to synthesize it. The reactants are: Cl[C:2]1[N:11]=[C:10]2[C:5]([C:6](=[O:18])[C:7]([C:15]([OH:17])=[O:16])=[CH:8][N:9]2[CH:12]2[CH2:14][CH2:13]2)=[CH:4][C:3]=1[F:19].[CH:20]1([NH:23][CH2:24][C@@H:25]2[C@H:29]([F:30])[CH2:28][NH:27][CH2:26]2)[CH2:22][CH2:21]1. (7) Given the product [F:1][C:2]1[CH:10]=[C:9]([F:11])[C:8]([I:12])=[CH:7][C:3]=1[C:4]([Cl:15])=[O:5], predict the reactants needed to synthesize it. The reactants are: [F:1][C:2]1[CH:10]=[C:9]([F:11])[C:8]([I:12])=[CH:7][C:3]=1[C:4](O)=[O:5].S(Cl)([Cl:15])=O.CN(C=O)C. (8) Given the product [C:15]([N:17]=[S:18]([C:22]1[CH:39]=[CH:38][C:25]([CH2:26][NH2:27])=[CH:24][CH:23]=1)([CH2:20][CH3:21])=[O:19])#[N:16], predict the reactants needed to synthesize it. The reactants are: C(N=S(C1C=CC(CN)=CC=1)(C)=O)#N.[C:15]([N:17]=[S:18]([C:22]1[CH:39]=[CH:38][C:25]([CH2:26][N:27]2C(=O)C3C(=CC=CC=3)C2=O)=[CH:24][CH:23]=1)([CH2:20][CH3:21])=[O:19])#[N:16]. (9) Given the product [N:1]1([CH2:13][CH2:14][CH2:15][CH2:16][CH2:17][CH2:18][C@H:19]2[CH2:36][C@@:34]3([CH3:35])[C@@H:30]([CH2:31][CH2:32][C@@H:33]3[OH:37])[C@@:29]3([CH:38]=[CH2:39])[C@H:20]2[C:21]2[CH:22]=[CH:23][C:24]([OH:40])=[CH:25][C:26]=2[CH2:27][CH2:28]3)[CH2:5][CH2:4][CH2:3][CH2:2]1, predict the reactants needed to synthesize it. The reactants are: [NH:1]1[CH2:5][CH2:4][CH2:3][CH2:2]1.C(=O)([O-])[O-].[Na+].[Na+].Cl[CH2:13][CH2:14][CH2:15][CH2:16][CH2:17][CH2:18][C@H:19]1[CH2:36][C@@:34]2([CH3:35])[C@@H:30]([CH2:31][CH2:32][C@@H:33]2[OH:37])[C@@:29]2([CH:38]=[CH2:39])[C@H:20]1[C:21]1[CH:22]=[CH:23][C:24]([OH:40])=[CH:25][C:26]=1[CH2:27][CH2:28]2. (10) Given the product [Br:9][C:10]1[C:15]([CH3:16])=[CH:14][C:13]([O:4][CH3:1])=[CH:12][C:11]=1[CH3:18], predict the reactants needed to synthesize it. The reactants are: [C:1](=[O:4])([O-])[O-].[K+].[K+].CI.[Br:9][C:10]1[C:15]([CH3:16])=[CH:14][C:13](O)=[CH:12][C:11]=1[CH3:18].